From a dataset of Catalyst prediction with 721,799 reactions and 888 catalyst types from USPTO. Predict which catalyst facilitates the given reaction. (1) Reactant: [F:1][C:2]1[CH:3]=[C:4]([N:9]2[CH2:13][CH:12]([CH2:14][OH:15])[O:11][C:10]2=[O:16])[CH:5]=[CH:6][C:7]=1[I:8].C(N(CC)CC)C.[CH3:24][S:25](Cl)(=[O:27])=[O:26]. Product: [F:1][C:2]1[CH:3]=[C:4]([N:9]2[CH2:13][C@H:12]([CH2:14][O:15][S:25]([CH3:24])(=[O:27])=[O:26])[O:11][C:10]2=[O:16])[CH:5]=[CH:6][C:7]=1[I:8]. The catalyst class is: 2. (2) Reactant: [Br:1][C:2]1[CH:3]=[CH:4][C:5]([OH:11])=[C:6]([C:8](=[O:10])[CH3:9])[CH:7]=1.[CH:12](=O)[CH2:13][CH3:14].N1CCCC1.C(O)(=O)C. Product: [Br:1][C:2]1[CH:7]=[C:6]2[C:5](=[CH:4][CH:3]=1)[O:11][CH:12]([CH2:13][CH3:14])[CH2:9][C:8]2=[O:10]. The catalyst class is: 11. (3) Reactant: [Cl:1][C:2]1[C:3]([OH:19])=[CH:4][C:5]2[C:14]3[C:9](=[C:10]([CH3:15])[N:11]=[CH:12][CH:13]=3)[C:8](=[O:16])[N:7]([CH3:17])[C:6]=2[CH:18]=1.C([O-])([O-])=O.[K+].[K+].Cl[C:27]([F:32])([F:31])C([O-])=O.[Na+]. Product: [Cl:1][C:2]1[C:3]([O:19][CH:27]([F:32])[F:31])=[CH:4][C:5]2[C:14]3[C:9](=[C:10]([CH3:15])[N:11]=[CH:12][CH:13]=3)[C:8](=[O:16])[N:7]([CH3:17])[C:6]=2[CH:18]=1. The catalyst class is: 47.